This data is from Peptide-MHC class II binding affinity with 134,281 pairs from IEDB. The task is: Regression. Given a peptide amino acid sequence and an MHC pseudo amino acid sequence, predict their binding affinity value. This is MHC class II binding data. (1) The peptide sequence is ANVMAASLRKAGKSV. The MHC is HLA-DQA10303-DQB10402 with pseudo-sequence HLA-DQA10303-DQB10402. The binding affinity (normalized) is 0.558. (2) The MHC is HLA-DPA10301-DPB10402 with pseudo-sequence HLA-DPA10301-DPB10402. The peptide sequence is GTGSLVITASMSGHI. The binding affinity (normalized) is 0.142.